From a dataset of NCI-60 drug combinations with 297,098 pairs across 59 cell lines. Regression. Given two drug SMILES strings and cell line genomic features, predict the synergy score measuring deviation from expected non-interaction effect. (1) Drug 1: C1=NC2=C(N1)C(=S)N=CN2. Drug 2: C1CN(P(=O)(OC1)NCCCl)CCCl. Cell line: IGROV1. Synergy scores: CSS=5.27, Synergy_ZIP=-1.99, Synergy_Bliss=-0.222, Synergy_Loewe=-7.07, Synergy_HSA=-0.853. (2) Drug 1: CC(CN1CC(=O)NC(=O)C1)N2CC(=O)NC(=O)C2. Drug 2: C1CCC(CC1)NC(=O)N(CCCl)N=O. Cell line: HS 578T. Synergy scores: CSS=28.5, Synergy_ZIP=-3.72, Synergy_Bliss=6.38, Synergy_Loewe=3.47, Synergy_HSA=7.42. (3) Drug 1: C1=NNC2=C1C(=O)NC=N2. Drug 2: CC(C)NC(=O)C1=CC=C(C=C1)CNNC.Cl. Cell line: PC-3. Synergy scores: CSS=-0.447, Synergy_ZIP=0.817, Synergy_Bliss=-1.21, Synergy_Loewe=-0.994, Synergy_HSA=-4.89. (4) Drug 1: C1CCC(CC1)NC(=O)N(CCCl)N=O. Drug 2: COC1=C2C(=CC3=C1OC=C3)C=CC(=O)O2. Cell line: OVCAR3. Synergy scores: CSS=11.2, Synergy_ZIP=6.16, Synergy_Bliss=8.05, Synergy_Loewe=-2.80, Synergy_HSA=-2.24. (5) Drug 1: CC(C1=C(C=CC(=C1Cl)F)Cl)OC2=C(N=CC(=C2)C3=CN(N=C3)C4CCNCC4)N. Drug 2: CN(CCCl)CCCl.Cl. Cell line: TK-10. Synergy scores: CSS=7.32, Synergy_ZIP=-3.55, Synergy_Bliss=-0.499, Synergy_Loewe=-6.09, Synergy_HSA=-1.68.